This data is from NCI-60 drug combinations with 297,098 pairs across 59 cell lines. The task is: Regression. Given two drug SMILES strings and cell line genomic features, predict the synergy score measuring deviation from expected non-interaction effect. (1) Drug 1: C1CCC(CC1)NC(=O)N(CCCl)N=O. Drug 2: C1=CC(=CC=C1CC(C(=O)O)N)N(CCCl)CCCl.Cl. Cell line: COLO 205. Synergy scores: CSS=41.2, Synergy_ZIP=9.50, Synergy_Bliss=11.4, Synergy_Loewe=5.61, Synergy_HSA=9.50. (2) Drug 1: C1=NC2=C(N1)C(=S)N=C(N2)N. Drug 2: C1CC(C1)(C(=O)O)C(=O)O.[NH2-].[NH2-].[Pt+2]. Cell line: PC-3. Synergy scores: CSS=19.6, Synergy_ZIP=-13.4, Synergy_Bliss=-8.27, Synergy_Loewe=-8.25, Synergy_HSA=-5.34.